This data is from Forward reaction prediction with 1.9M reactions from USPTO patents (1976-2016). The task is: Predict the product of the given reaction. (1) Given the reactants [OH-].[K+].[CH2:3]([N:9]1[CH2:14][CH:13]2[CH:11]([C:12]2([C:16]2[CH:17]=[CH:18][C:19]([N+:26]([O-:28])=[O:27])=[C:20]([NH:22]C(=O)C)[CH:21]=2)[CH3:15])[CH2:10]1)[CH2:4][CH2:5][CH2:6][CH2:7][CH3:8], predict the reaction product. The product is: [CH2:3]([N:9]1[CH2:14][CH:13]2[CH:11]([C:12]2([C:16]2[CH:17]=[CH:18][C:19]([N+:26]([O-:28])=[O:27])=[C:20]([NH2:22])[CH:21]=2)[CH3:15])[CH2:10]1)[CH2:4][CH2:5][CH2:6][CH2:7][CH3:8]. (2) Given the reactants [F:1][C:2]1[CH:7]=[CH:6][C:5]([OH:8])=[C:4]([C:9]2([C:13]([F:16])([F:15])[F:14])CC[O:10]2)[CH:3]=1.F[C:18]1[CH:23]=CC(O)=C(C(O)C(F)(F)F)[CH:19]=1.C1(O)C=CC=CC=1.C(Br)C=C.C(=O)([O-])[O-].[K+].[K+], predict the reaction product. The product is: [F:16][C:13]([F:14])([F:15])[C:9]([C:4]1[CH:3]=[C:2]([F:1])[CH:7]=[CH:6][C:5]=1[O:8][CH2:23][CH:18]=[CH2:19])=[O:10]. (3) Given the reactants Cl.[CH3:2][O:3][C:4]1[CH:5]=[C:6]2[C:10](=[CH:11][CH:12]=1)[CH:9]([NH2:13])[CH2:8][CH2:7]2.[CH:14]1([C:17]2[C:25]3[C:20](=[N:21][C:22]([O:27][CH2:28][C:29](O)=[O:30])=[CH:23][C:24]=3[CH3:26])[N:19]([CH3:32])[N:18]=2)[CH2:16][CH2:15]1.CCN(C(C)C)C(C)C.CN(C(ON1N=NC2C=CC=NC1=2)=[N+](C)C)C.F[P-](F)(F)(F)(F)F, predict the reaction product. The product is: [CH:14]1([C:17]2[C:25]3[C:20](=[N:21][C:22]([O:27][CH2:28][C:29]([NH:13][CH:9]4[C:10]5[C:6](=[CH:5][C:4]([O:3][CH3:2])=[CH:12][CH:11]=5)[CH2:7][CH2:8]4)=[O:30])=[CH:23][C:24]=3[CH3:26])[N:19]([CH3:32])[N:18]=2)[CH2:15][CH2:16]1. (4) Given the reactants [C:1]([O:5][C:6]([N:8]1[CH2:14][CH2:13][C:12](=[O:15])[NH:11][CH2:10][CH2:9]1)=[O:7])([CH3:4])([CH3:3])[CH3:2].Cl[CH2:17][CH2:18][N:19]1[CH2:23][CH2:22][CH2:21][CH2:20]1, predict the reaction product. The product is: [C:1]([O:5][C:6]([N:8]1[CH2:14][CH2:13][C:12](=[O:15])[N:11]([CH2:17][CH2:18][N:19]2[CH2:23][CH2:22][CH2:21][CH2:20]2)[CH2:10][CH2:9]1)=[O:7])([CH3:4])([CH3:2])[CH3:3]. (5) Given the reactants [NH2:1][C:2]1[C:15]([O:16][CH3:17])=[CH:14][C:5]2[CH2:6][CH2:7][N:8]([CH2:11][CH2:12][OH:13])[CH2:9][CH2:10][C:4]=2[CH:3]=1.Cl[C:19]1[N:24]=[C:23]([NH:25][C:26]2[CH:27]=[CH:28][C:29]([N:37]3[CH2:42][CH2:41][N:40]([CH:43]([CH3:45])[CH3:44])[CH2:39][CH2:38]3)=[C:30]3[C:34]=2[C:33](=[O:35])[N:32]([CH3:36])[CH2:31]3)[C:22]([Cl:46])=[CH:21][N:20]=1, predict the reaction product. The product is: [Cl:46][C:22]1[C:23]([NH:25][C:26]2[CH:27]=[CH:28][C:29]([N:37]3[CH2:38][CH2:39][N:40]([CH:43]([CH3:45])[CH3:44])[CH2:41][CH2:42]3)=[C:30]3[C:34]=2[C:33](=[O:35])[N:32]([CH3:36])[CH2:31]3)=[N:24][C:19]([NH:1][C:2]2[C:15]([O:16][CH3:17])=[CH:14][C:5]3[CH2:6][CH2:7][N:8]([CH2:11][CH2:12][OH:13])[CH2:9][CH2:10][C:4]=3[CH:3]=2)=[N:20][CH:21]=1. (6) Given the reactants [CH2:1]([O:3][C:4](=[O:13])[C:5]1[CH:10]=[C:9]([Cl:11])[C:8](Cl)=[N:7][CH:6]=1)[CH3:2].[N:14]1(C(O)=O)[CH2:17][CH2:16][CH2:15]1.CCN(C(C)C)C(C)C.C[C:31]([OH:33])=[O:32], predict the reaction product. The product is: [Cl:11][C:9]1[C:8]([N:14]2[CH2:15][CH:16]([C:31]([OH:33])=[O:32])[CH2:17]2)=[N:7][CH:6]=[C:5]([C:4]([O:3][CH2:1][CH3:2])=[O:13])[CH:10]=1.